Dataset: Orexin1 receptor HTS with 218,158 compounds and 233 confirmed actives. Task: Binary Classification. Given a drug SMILES string, predict its activity (active/inactive) in a high-throughput screening assay against a specified biological target. The drug is O(C(=O)C(NC(=O)c1ccccc1)C(C)C)Cc1c2OCOCc2cc([N+]([O-])=O)c1. The result is 0 (inactive).